Dataset: Forward reaction prediction with 1.9M reactions from USPTO patents (1976-2016). Task: Predict the product of the given reaction. (1) Given the reactants C(=O)(O)[O-:2].[Na+].Cl.NO.[F:9][C:10]([F:21])([F:20])[CH2:11][C:12]1[CH:17]=[CH:16][N:15]=[C:14]([C:18]#[N:19])[CH:13]=1, predict the reaction product. The product is: [F:21][C:10]([F:9])([F:20])[CH2:11][C:12]1[CH:17]=[CH:16][N:15]=[C:14]([C:18]([NH2:19])=[O:2])[CH:13]=1. (2) Given the reactants O.[OH-].[Li+].[CH:4]1([C@@:10]([C:35]([O:37]C)=[O:36])([CH3:34])[NH:11][C:12]([C:14]2[CH:19]=[CH:18][C:17]([F:20])=[CH:16][C:15]=2[NH:21][C:22]([NH:24][C:25]2[C:30]([CH3:31])=[CH:29][C:28]([CH3:32])=[CH:27][C:26]=2[CH3:33])=[O:23])=[O:13])[CH2:9][CH2:8][CH2:7][CH2:6][CH2:5]1.CO.Cl, predict the reaction product. The product is: [CH:4]1([C@@:10]([C:35]([OH:37])=[O:36])([CH3:34])[NH:11][C:12]([C:14]2[CH:19]=[CH:18][C:17]([F:20])=[CH:16][C:15]=2[NH:21][C:22]([NH:24][C:25]2[C:30]([CH3:31])=[CH:29][C:28]([CH3:32])=[CH:27][C:26]=2[CH3:33])=[O:23])=[O:13])[CH2:9][CH2:8][CH2:7][CH2:6][CH2:5]1.